Dataset: Full USPTO retrosynthesis dataset with 1.9M reactions from patents (1976-2016). Task: Predict the reactants needed to synthesize the given product. (1) Given the product [CH3:20][O:19][C:14]1[CH:15]=[CH:16][CH:17]=[CH:18][C:13]=1[C:12]1[C:3]([CH2:2][O:30][C:24]2[CH:29]=[CH:28][CH:27]=[CH:26][CH:25]=2)=[C:4]2[C:9](=[CH:10][CH:11]=1)[NH:8][C:7]([CH3:22])([CH3:21])[CH:6]=[C:5]2[CH3:23], predict the reactants needed to synthesize it. The reactants are: Cl[CH2:2][C:3]1[C:12]([C:13]2[CH:18]=[CH:17][CH:16]=[CH:15][C:14]=2[O:19][CH3:20])=[CH:11][CH:10]=[C:9]2[C:4]=1[C:5]([CH3:23])=[CH:6][C:7]([CH3:22])([CH3:21])[NH:8]2.[C:24]1([OH:30])[CH:29]=[CH:28][CH:27]=[CH:26][CH:25]=1.C(=O)([O-])[O-].[K+].[K+]. (2) Given the product [Si:24]([O:31][CH2:32][C:33]1[CH:34]=[CH:35][C:36]([CH2:39][S:40]([NH:43][C:21]([CH:19]2[CH2:18][N:17]([C:4]3[C:3]([C:1]#[N:2])=[CH:8][C:7]([C:9]([O:11][CH2:12][CH3:13])=[O:10])=[C:6]([CH:14]([F:15])[F:16])[N:5]=3)[CH2:20]2)=[O:23])(=[O:42])=[O:41])=[CH:37][CH:38]=1)([C:27]([CH3:30])([CH3:29])[CH3:28])([CH3:26])[CH3:25], predict the reactants needed to synthesize it. The reactants are: [C:1]([C:3]1[C:4]([N:17]2[CH2:20][CH:19]([C:21]([OH:23])=O)[CH2:18]2)=[N:5][C:6]([CH:14]([F:16])[F:15])=[C:7]([C:9]([O:11][CH2:12][CH3:13])=[O:10])[CH:8]=1)#[N:2].[Si:24]([O:31][CH2:32][C:33]1[CH:38]=[CH:37][C:36]([CH2:39][S:40]([NH2:43])(=[O:42])=[O:41])=[CH:35][CH:34]=1)([C:27]([CH3:30])([CH3:29])[CH3:28])([CH3:26])[CH3:25].C1CN([P+](Br)(N2CCCC2)N2CCCC2)CC1.F[P-](F)(F)(F)(F)F.CCN(C(C)C)C(C)C.